Dataset: NCI-60 drug combinations with 297,098 pairs across 59 cell lines. Task: Regression. Given two drug SMILES strings and cell line genomic features, predict the synergy score measuring deviation from expected non-interaction effect. (1) Drug 1: CN1CCC(CC1)COC2=C(C=C3C(=C2)N=CN=C3NC4=C(C=C(C=C4)Br)F)OC. Drug 2: CCC1(CC2CC(C3=C(CCN(C2)C1)C4=CC=CC=C4N3)(C5=C(C=C6C(=C5)C78CCN9C7C(C=CC9)(C(C(C8N6C)(C(=O)OC)O)OC(=O)C)CC)OC)C(=O)OC)O.OS(=O)(=O)O. Cell line: SF-268. Synergy scores: CSS=43.9, Synergy_ZIP=6.11, Synergy_Bliss=6.56, Synergy_Loewe=-23.5, Synergy_HSA=4.03. (2) Drug 1: C1=C(C(=O)NC(=O)N1)N(CCCl)CCCl. Drug 2: CC=C1C(=O)NC(C(=O)OC2CC(=O)NC(C(=O)NC(CSSCCC=C2)C(=O)N1)C(C)C)C(C)C. Cell line: UACC62. Synergy scores: CSS=86.1, Synergy_ZIP=1.73, Synergy_Bliss=1.72, Synergy_Loewe=1.78, Synergy_HSA=4.06. (3) Drug 1: CC1=C(C(=CC=C1)Cl)NC(=O)C2=CN=C(S2)NC3=CC(=NC(=N3)C)N4CCN(CC4)CCO. Drug 2: CCCCC(=O)OCC(=O)C1(CC(C2=C(C1)C(=C3C(=C2O)C(=O)C4=C(C3=O)C=CC=C4OC)O)OC5CC(C(C(O5)C)O)NC(=O)C(F)(F)F)O. Cell line: LOX IMVI. Synergy scores: CSS=43.1, Synergy_ZIP=-2.00, Synergy_Bliss=-2.71, Synergy_Loewe=-1.96, Synergy_HSA=-1.11. (4) Drug 2: CN(CCCl)CCCl.Cl. Synergy scores: CSS=6.82, Synergy_ZIP=-3.20, Synergy_Bliss=-0.660, Synergy_Loewe=-4.06, Synergy_HSA=-1.87. Cell line: TK-10. Drug 1: CNC(=O)C1=CC=CC=C1SC2=CC3=C(C=C2)C(=NN3)C=CC4=CC=CC=N4.